From a dataset of Full USPTO retrosynthesis dataset with 1.9M reactions from patents (1976-2016). Predict the reactants needed to synthesize the given product. (1) Given the product [CH3:1][O:2][C:3]1([O:10][CH3:11])[CH2:8][CH2:7][O:6][CH2:5][C@H:4]1[OH:9], predict the reactants needed to synthesize it. The reactants are: [CH3:1][O:2][C:3]1([O:10][CH3:11])[CH2:8][CH2:7][O:6][CH2:5][C:4]1=[O:9].[B].B1(C)OC(C2C=CC=CC=2)(C2C=CC=CC=2)[C@H]2N1CCC2. (2) Given the product [CH2:11]([OH:12])[C@@H:9]([C@@H:7]([C@@H:5]([C@@H:3]([CH2:2][OH:1])[OH:4])[OH:6])[OH:8])[OH:10].[OH:1][CH2:2][C:3]([C@H:5]([C@H:7]([C@@H:9]([CH2:11][OH:12])[OH:10])[OH:8])[OH:6])=[O:4].[OH:1][CH2:2][C:3]([C@@H:5]([C@@H:7]([C@@H:9]([CH2:11][OH:12])[OH:10])[OH:8])[OH:6])=[O:4].[O:1]=[CH:2][C@@H:3]([C@@H:5]([C@@H:7]([C@@H:9]([CH2:11][OH:12])[OH:10])[OH:8])[OH:6])[OH:4], predict the reactants needed to synthesize it. The reactants are: [O:1]=[CH:2][C@@H:3]([C@H:5]([C@@H:7]([C@@H:9]([CH2:11][OH:12])[OH:10])[OH:8])[OH:6])[OH:4].P([O-])([O-])([O-])=O.[K+].[K+].[K+].P([O-])([O-])(O)=O.[K+].[K+].P([O-])(O)(O)=O.[K+].C(O)[C@H]([C@H]([C@@H]([C@@H](CO)O)O)O)O.OC[C@@H]([C@H]([C@@H]([C@@H](CO)O)O)O)O.OCC([C@H]([C@@H]([C@@H](CO)O)O)O)=O.O=C[C@@H]([C@H]([C@H]([C@@H](CO)O)O)O)O.O=C[C@H]([C@H]([C@@H]([C@@H](CO)O)O)O)O. (3) The reactants are: [CH:1]([O:4][C:5]1[CH:6]=[C:7]2[C:12](=[C:13]([CH3:30])[C:14]=1[O:15][C@H:16]1[C@@H:21]3[O:22]C(=O)[O:24][C@@H:20]3[C@@H:19]([O:26][CH3:27])[C:18]([CH3:29])([CH3:28])[O:17]1)[O:11][C:10](=[O:31])[C:9]([NH:32][C:33](=[O:42])OCC1C=CC=CC=1)=[CH:8]2)([CH3:3])[CH3:2].CCN=C=NCCCN(C)C.[CH3:54][O:55][C:56]1[CH:57]=[C:58]([C:62]2[C:67]([O:68][CH3:69])=[CH:66][CH:65]=[C:64](C(O)=O)[CH:63]=2)[CH:59]=[CH:60][CH:61]=1.C(=O)([O-])[O-]. Given the product [OH:22][C@@H:21]1[C@H:20]([OH:24])[C@@H:19]([O:26][CH3:27])[C:18]([CH3:28])([CH3:29])[O:17][C@H:16]1[O:15][C:14]1[C:13]([CH3:30])=[C:12]2[C:7]([CH:8]=[C:9]([NH:32][C:33]([C:64]3[CH:63]=[C:62]([C:58]4[CH:59]=[CH:60][CH:61]=[C:56]([O:55][CH3:54])[CH:57]=4)[C:67]([O:68][CH3:69])=[CH:66][CH:65]=3)=[O:42])[C:10](=[O:31])[O:11]2)=[CH:6][C:5]=1[O:4][CH:1]([CH3:3])[CH3:2], predict the reactants needed to synthesize it.